From a dataset of NCI-60 drug combinations with 297,098 pairs across 59 cell lines. Regression. Given two drug SMILES strings and cell line genomic features, predict the synergy score measuring deviation from expected non-interaction effect. (1) Drug 1: CN(C)N=NC1=C(NC=N1)C(=O)N. Drug 2: CC=C1C(=O)NC(C(=O)OC2CC(=O)NC(C(=O)NC(CSSCCC=C2)C(=O)N1)C(C)C)C(C)C. Cell line: NCIH23. Synergy scores: CSS=47.7, Synergy_ZIP=-3.85, Synergy_Bliss=-8.96, Synergy_Loewe=-53.9, Synergy_HSA=-7.93. (2) Drug 1: C1=CC=C(C=C1)NC(=O)CCCCCCC(=O)NO. Synergy scores: CSS=35.7, Synergy_ZIP=-1.94, Synergy_Bliss=5.71, Synergy_Loewe=2.87, Synergy_HSA=2.98. Cell line: SF-268. Drug 2: CC1=C(C(=O)C2=C(C1=O)N3CC4C(C3(C2COC(=O)N)OC)N4)N. (3) Drug 1: C1=CC(=CC=C1CCCC(=O)O)N(CCCl)CCCl. Drug 2: C(CN)CNCCSP(=O)(O)O. Cell line: U251. Synergy scores: CSS=33.8, Synergy_ZIP=-11.5, Synergy_Bliss=-5.46, Synergy_Loewe=-21.0, Synergy_HSA=-5.20.